Dataset: Reaction yield outcomes from USPTO patents with 853,638 reactions. Task: Predict the reaction yield, written as a fraction of the theoretical maximum amount of product (1.0 means a 100% yield; for example, 0.34 means a 34% yield). The reactants are Br[C:2]1[CH:3]=[CH:4][C:5]2[N:6]([CH2:15][CH2:16][O:17][CH2:18][CH2:19][O:20][CH3:21])[C:7]3[C:12]([C:13]=2[CH:14]=1)=[CH:11][CH:10]=[CH:9][CH:8]=3.[Li]CCCC.C1C=CC(S(N(S(C2C=CC=CC=2)(=O)=O)[F:37])(=O)=O)=CC=1. The catalyst is C1COCC1. The product is [F:37][C:2]1[CH:3]=[CH:4][C:5]2[N:6]([CH2:15][CH2:16][O:17][CH2:18][CH2:19][O:20][CH3:21])[C:7]3[C:12]([C:13]=2[CH:14]=1)=[CH:11][CH:10]=[CH:9][CH:8]=3. The yield is 0.750.